From a dataset of Full USPTO retrosynthesis dataset with 1.9M reactions from patents (1976-2016). Predict the reactants needed to synthesize the given product. (1) Given the product [C:13]([O:17][C:18](=[O:42])[C:19]1[CH:24]=[C:23]([O:25][CH2:26][C:27]2[CH:32]=[CH:31][CH:30]=[CH:29][CH:28]=2)[C:22]([CH2:5][CH:3]=[CH2:4])=[C:21]([O:34][CH2:35][C:36]2[CH:41]=[CH:40][CH:39]=[CH:38][CH:37]=2)[CH:20]=1)([CH3:16])([CH3:15])[CH3:14], predict the reactants needed to synthesize it. The reactants are: II.[CH:3]([Mg]Br)([CH3:5])[CH3:4].[Li]CCCC.[C:13]([O:17][C:18](=[O:42])[C:19]1[CH:24]=[C:23]([O:25][CH2:26][C:27]2[CH:32]=[CH:31][CH:30]=[CH:29][CH:28]=2)[C:22](Br)=[C:21]([O:34][CH2:35][C:36]2[CH:41]=[CH:40][CH:39]=[CH:38][CH:37]=2)[CH:20]=1)([CH3:16])([CH3:15])[CH3:14].C([Cu])#N.[Li+].[Cl-].C(Br)C=C. (2) The reactants are: CN(C)CCN.C(N(CC)C(C)C)(C)C.[C:16]1([S:22]([O-:24])=[O:23])[CH:21]=[CH:20][CH:19]=[CH:18][CH:17]=1.[Na+].C(OC([N:33]1[CH2:37][CH2:36][CH:35]2[C:38]3[CH:39]=[C:40](I)[CH:41]=[CH:42][C:43]=3[O:44][CH2:45][CH:34]12)=O)(C)(C)C. Given the product [C:16]1([S:22]([C:40]2[CH:41]=[CH:42][C:43]3[O:44][CH2:45][CH:34]4[CH:35]([C:38]=3[CH:39]=2)[CH2:36][CH2:37][NH:33]4)(=[O:24])=[O:23])[CH:21]=[CH:20][CH:19]=[CH:18][CH:17]=1, predict the reactants needed to synthesize it.